Dataset: Reaction yield outcomes from USPTO patents with 853,638 reactions. Task: Predict the reaction yield, written as a fraction of the theoretical maximum amount of product (1.0 means a 100% yield; for example, 0.34 means a 34% yield). (1) The reactants are [CH3:1][N:2]1[C:10]2[C:5](=[CH:6][CH:7]=[CH:8][CH:9]=2)[C:4]2([CH2:13][CH2:12][CH2:11]2)[C:3]1=[O:14].[N+:15]([O-])([OH:17])=[O:16]. The catalyst is C(O)(=O)C. The product is [CH3:1][N:2]1[C:10]2[C:5](=[CH:6][C:7]([N+:15]([O-:17])=[O:16])=[CH:8][CH:9]=2)[C:4]2([CH2:13][CH2:12][CH2:11]2)[C:3]1=[O:14]. The yield is 0.850. (2) The reactants are ClC(N(C)C)=C(C)C.[O:9]=[C:10]1[CH2:15][CH2:14][CH2:13][CH:12]([CH2:16][C:17]([OH:19])=O)[CH2:11]1.[F:20][C:21]([F:42])([F:41])[C:22]1[CH:23]=[C:24]([S:28]([CH2:31][CH2:32][S:33][C:34]2[C:39]([NH2:40])=[CH:38][CH:37]=[CH:36][N:35]=2)(=[O:30])=[O:29])[CH:25]=[CH:26][CH:27]=1.CCCCCC. The catalyst is C(Cl)Cl.O. The product is [O:9]=[C:10]1[CH2:15][CH2:14][CH2:13][CH:12]([CH2:16][C:17]([NH:40][C:39]2[C:34]([S:33][CH2:32][CH2:31][S:28]([C:24]3[CH:25]=[CH:26][CH:27]=[C:22]([C:21]([F:41])([F:42])[F:20])[CH:23]=3)(=[O:30])=[O:29])=[N:35][CH:36]=[CH:37][CH:38]=2)=[O:19])[CH2:11]1. The yield is 0.130. (3) The reactants are [Br:1][C:2]1[CH:9]=[CH:8][C:7](I)=[CH:6][C:3]=1[C:4]#[N:5].[CH:11](=[O:15])[CH2:12][CH2:13][CH3:14].[Cl-].[NH4+]. The catalyst is C1COCC1. The product is [Br:1][C:2]1[CH:9]=[CH:8][C:7]([CH:11]([OH:15])[CH2:12][CH2:13][CH3:14])=[CH:6][C:3]=1[C:4]#[N:5]. The yield is 0.806. (4) The reactants are [CH2:1]([C:3]1[C:8](=[O:9])[NH:7][C:6]([CH3:10])=[C:5]([C:11]2[S:15][C:14]([S:16]([Cl:19])(=[O:18])=[O:17])=[CH:13][CH:12]=2)[CH:4]=1)[CH3:2].[N:20]1([CH:26]([C:29]2[CH:30]=[N:31][CH:32]=[CH:33][CH:34]=2)[CH2:27][NH2:28])[CH2:25][CH2:24][O:23][CH2:22][CH2:21]1. No catalyst specified. The product is [ClH:19].[ClH:19].[N:20]1([CH:26]([C:29]2[CH:30]=[N:31][CH:32]=[CH:33][CH:34]=2)[CH2:27][NH:28][S:16]([C:14]2[S:15][C:11]([C:5]3[CH:4]=[C:3]([CH2:1][CH3:2])[C:8](=[O:9])[NH:7][C:6]=3[CH3:10])=[CH:12][CH:13]=2)(=[O:18])=[O:17])[CH2:25][CH2:24][O:23][CH2:22][CH2:21]1. The yield is 0.550. (5) The reactants are [CH3:1][C:2]1[CH:3]=[C:4]([CH:21]=[CH:22][CH:23]=1)[C:5]([NH:7][C@@H:8]([CH2:12][CH2:13][CH2:14][C:15]1[CH:20]=[CH:19][CH:18]=[CH:17][CH:16]=1)[C:9]([OH:11])=O)=[O:6].C1C=CC2N(O)N=NC=2C=1.CC(C)N=C=NC(C)C.[CH3:43][O:44][C:45]1[CH:50]=[CH:49][C:48]([NH:51][CH2:52][CH2:53][NH2:54])=[CH:47][CH:46]=1. The catalyst is C(Cl)Cl. The product is [CH3:43][O:44][C:45]1[CH:50]=[CH:49][C:48]([NH:51][CH2:52][CH2:53][NH:54][C:9]([C@@H:8]([NH:7][C:5](=[O:6])[C:4]2[CH:21]=[CH:22][CH:23]=[C:2]([CH3:1])[CH:3]=2)[CH2:12][CH2:13][CH2:14][C:15]2[CH:20]=[CH:19][CH:18]=[CH:17][CH:16]=2)=[O:11])=[CH:47][CH:46]=1. The yield is 0.560.